Task: Predict the reactants needed to synthesize the given product.. Dataset: Full USPTO retrosynthesis dataset with 1.9M reactions from patents (1976-2016) (1) Given the product [OH:1][CH2:2][C:3]1[CH:4]=[C:5]2[C:9](=[CH:10][CH:11]=1)[N:8]([C:12]1[CH:17]=[C:16]([I:18])[CH:15]=[CH:14][N:13]=1)[N:7]=[C:6]2[C:19]([NH2:23])=[O:21], predict the reactants needed to synthesize it. The reactants are: [OH:1][CH2:2][C:3]1[CH:4]=[C:5]2[C:9](=[CH:10][CH:11]=1)[N:8]([C:12]1[CH:17]=[C:16]([I:18])[CH:15]=[CH:14][N:13]=1)[N:7]=[C:6]2[C:19]([OH:21])=O.[Cl-].[NH4+:23]. (2) Given the product [F:54][C:51]([F:52])([F:53])[C:42]1[CH:43]=[C:44]([C:47]([F:48])([F:50])[F:49])[CH:45]=[CH:46][C:41]=1[CH2:40][CH2:39][C:28]1[CH:29]=[C:30]([OH:31])[C:25](=[O:24])[NH:26][N:27]=1, predict the reactants needed to synthesize it. The reactants are: OC1C(=O)NN=C(CCC2C=CC=CC=2)C=1.C([O:24][C:25]1[N:26]=[N:27][C:28](/[CH:39]=[CH:40]/[C:41]2[CH:46]=[CH:45][C:44]([C:47]([F:50])([F:49])[F:48])=[CH:43][C:42]=2[C:51]([F:54])([F:53])[F:52])=[CH:29][C:30]=1[O:31]CC1C=CC=CC=1)C1C=CC=CC=1.